Dataset: Catalyst prediction with 721,799 reactions and 888 catalyst types from USPTO. Task: Predict which catalyst facilitates the given reaction. (1) Reactant: [F:1][C:2]([F:23])([F:22])[C:3]1[C:4](=[O:21])[C@H:5]2[CH2:20][C@@:8]3([C:19]=1[C:18]1[CH:17]=[CH:16][C:15]4[NH:14][N:13]=[CH:12][C:11]=4[C:10]=1[CH2:9]3)[CH2:7][CH2:6]2.[BH4-].[Na+].[Cl-].[NH4+]. Product: [F:22][C:2]([F:1])([F:23])[C:3]1[C@H:4]([OH:21])[C@H:5]2[CH2:20][C@@:8]3([C:19]=1[C:18]1[CH:17]=[CH:16][C:15]4[NH:14][N:13]=[CH:12][C:11]=4[C:10]=1[CH2:9]3)[CH2:7][CH2:6]2. The catalyst class is: 14. (2) Reactant: C1C=CC2N(O)N=[N:7][C:5]=2C=1.CCN=C=NCCCN(C)C.[C:22]([C:24]1[CH:29]=[CH:28][C:27]([N:30]2[C@@H:35]([CH3:36])[CH2:34][N:33]([C:37]([NH:39][C:40]3[CH:45]=[CH:44][N:43]=[C:42]([C:46]([OH:48])=O)[CH:41]=3)=[O:38])[C@H:32]([CH3:49])[CH2:31]2)=[CH:26][C:25]=1[C:50]([F:53])([F:52])[F:51])#[N:23].CN. Product: [C:22]([C:24]1[CH:29]=[CH:28][C:27]([N:30]2[C@@H:35]([CH3:36])[CH2:34][N:33]([C:37]([NH:39][C:40]3[CH:45]=[CH:44][N:43]=[C:42]([C:46](=[O:48])[NH:7][CH3:5])[CH:41]=3)=[O:38])[C@H:32]([CH3:49])[CH2:31]2)=[CH:26][C:25]=1[C:50]([F:52])([F:51])[F:53])#[N:23]. The catalyst class is: 18.